From a dataset of Catalyst prediction with 721,799 reactions and 888 catalyst types from USPTO. Predict which catalyst facilitates the given reaction. (1) Reactant: C([O:3][C:4]([C:6]1([CH2:12][CH:13]([CH2:16][CH3:17])[CH2:14][CH3:15])[CH2:11][CH2:10][CH2:9][CH2:8][CH2:7]1)=[O:5])C.CC([O-])(C)C.[K+].O.OS(O)(=O)=O. Product: [CH2:16]([CH:13]([CH2:14][CH3:15])[CH2:12][C:6]1([C:4]([OH:5])=[O:3])[CH2:7][CH2:8][CH2:9][CH2:10][CH2:11]1)[CH3:17]. The catalyst class is: 1. (2) Reactant: [H-].[Na+].[OH:3][CH2:4][CH2:5][N:6]1[CH2:11][CH2:10][O:9][CH2:8][CH2:7]1.F[C:13]1[CH:18]=[CH:17][C:16]([N+:19]([O-:21])=[O:20])=[CH:15][CH:14]=1. Product: [N+:19]([C:16]1[CH:17]=[CH:18][C:13]([O:3][CH2:4][CH2:5][N:6]2[CH2:11][CH2:10][O:9][CH2:8][CH2:7]2)=[CH:14][CH:15]=1)([O-:21])=[O:20]. The catalyst class is: 20.